Dataset: NCI-60 drug combinations with 297,098 pairs across 59 cell lines. Task: Regression. Given two drug SMILES strings and cell line genomic features, predict the synergy score measuring deviation from expected non-interaction effect. (1) Drug 1: C1CN1P(=S)(N2CC2)N3CC3. Drug 2: C1CC(C1)(C(=O)O)C(=O)O.[NH2-].[NH2-].[Pt+2]. Cell line: NCI/ADR-RES. Synergy scores: CSS=9.92, Synergy_ZIP=-6.04, Synergy_Bliss=-4.23, Synergy_Loewe=-3.59, Synergy_HSA=-2.16. (2) Drug 1: CC1=C2C(C(=O)C3(C(CC4C(C3C(C(C2(C)C)(CC1OC(=O)C(C(C5=CC=CC=C5)NC(=O)OC(C)(C)C)O)O)OC(=O)C6=CC=CC=C6)(CO4)OC(=O)C)O)C)O. Drug 2: CC1=C(C(=CC=C1)Cl)NC(=O)C2=CN=C(S2)NC3=CC(=NC(=N3)C)N4CCN(CC4)CCO. Cell line: HS 578T. Synergy scores: CSS=18.7, Synergy_ZIP=-4.80, Synergy_Bliss=-0.796, Synergy_Loewe=2.03, Synergy_HSA=2.25. (3) Drug 1: CN(C)C1=NC(=NC(=N1)N(C)C)N(C)C. Drug 2: CC1=C(C=C(C=C1)NC(=O)C2=CC=C(C=C2)CN3CCN(CC3)C)NC4=NC=CC(=N4)C5=CN=CC=C5. Cell line: TK-10. Synergy scores: CSS=-4.72, Synergy_ZIP=3.97, Synergy_Bliss=5.17, Synergy_Loewe=-1.32, Synergy_HSA=-0.701. (4) Drug 1: C1=NC2=C(N=C(N=C2N1C3C(C(C(O3)CO)O)O)F)N. Drug 2: CCC1(CC2CC(C3=C(CCN(C2)C1)C4=CC=CC=C4N3)(C5=C(C=C6C(=C5)C78CCN9C7C(C=CC9)(C(C(C8N6C)(C(=O)OC)O)OC(=O)C)CC)OC)C(=O)OC)O.OS(=O)(=O)O. Cell line: UACC62. Synergy scores: CSS=0.0195, Synergy_ZIP=-0.702, Synergy_Bliss=-1.38, Synergy_Loewe=-2.86, Synergy_HSA=-2.46. (5) Drug 1: CN1C(=O)N2C=NC(=C2N=N1)C(=O)N. Drug 2: C1=NC(=NC(=O)N1C2C(C(C(O2)CO)O)O)N. Cell line: MCF7. Synergy scores: CSS=1.69, Synergy_ZIP=-2.91, Synergy_Bliss=-2.34, Synergy_Loewe=-10.3, Synergy_HSA=-5.57. (6) Drug 1: CC1=C(C(CCC1)(C)C)C=CC(=CC=CC(=CC(=O)O)C)C. Drug 2: C1=NNC2=C1C(=O)NC=N2. Cell line: SF-268. Synergy scores: CSS=-1.38, Synergy_ZIP=-0.450, Synergy_Bliss=-2.57, Synergy_Loewe=-1.59, Synergy_HSA=-3.48. (7) Drug 1: C#CCC(CC1=CN=C2C(=N1)C(=NC(=N2)N)N)C3=CC=C(C=C3)C(=O)NC(CCC(=O)O)C(=O)O. Drug 2: C(CN)CNCCSP(=O)(O)O. Cell line: DU-145. Synergy scores: CSS=1.49, Synergy_ZIP=-2.21, Synergy_Bliss=-3.37, Synergy_Loewe=-5.42, Synergy_HSA=-2.75. (8) Drug 1: C(=O)(N)NO. Drug 2: CC1C(C(CC(O1)OC2CC(CC3=C2C(=C4C(=C3O)C(=O)C5=C(C4=O)C(=CC=C5)OC)O)(C(=O)CO)O)N)O.Cl. Cell line: SNB-19. Synergy scores: CSS=34.0, Synergy_ZIP=-3.63, Synergy_Bliss=-0.742, Synergy_Loewe=-18.2, Synergy_HSA=0.273.